From a dataset of Retrosynthesis with 50K atom-mapped reactions and 10 reaction types from USPTO. Predict the reactants needed to synthesize the given product. (1) Given the product O=C(Oc1ccccc1)N1CCC(c2nc(C3=NOC(c4ccccc4)C3)cs2)CC1, predict the reactants needed to synthesize it. The reactants are: O=C(Cl)Oc1ccccc1.c1ccc(C2CC(c3csc(C4CCNCC4)n3)=NO2)cc1. (2) The reactants are: N#CCNC(=O)[C@@H]1C[C@@H](S(=O)(=O)c2ccccc2Cl)CN1.O=C1CCOCC1. Given the product N#CCNC(=O)[C@@H]1C[C@@H](S(=O)(=O)c2ccccc2Cl)CN1C1CCOCC1, predict the reactants needed to synthesize it. (3) The reactants are: BrCc1ccccc1.Oc1c(F)cc(Br)cc1F. Given the product Fc1cc(Br)cc(F)c1OCc1ccccc1, predict the reactants needed to synthesize it. (4) Given the product Cc1c(C(=O)O)ccn1-c1ccnc2ccccc12, predict the reactants needed to synthesize it. The reactants are: CCOC(=O)c1ccn(-c2ccnc3ccccc23)c1C.